Dataset: Forward reaction prediction with 1.9M reactions from USPTO patents (1976-2016). Task: Predict the product of the given reaction. (1) Given the reactants [CH3:1][CH:2]([C:4]1[N:8]=[C:7]([N:9]2[CH2:14][CH2:13][CH:12]([CH:15]([OH:17])[CH3:16])[CH2:11][CH2:10]2)[O:6][N:5]=1)[CH3:3].[CH3:18][S:19](Cl)(=[O:21])=[O:20].CCN(CC)CC, predict the reaction product. The product is: [CH3:18][S:19]([O:17][CH:15]([CH:12]1[CH2:13][CH2:14][N:9]([C:7]2[O:6][N:5]=[C:4]([CH:2]([CH3:1])[CH3:3])[N:8]=2)[CH2:10][CH2:11]1)[CH3:16])(=[O:21])=[O:20]. (2) Given the reactants [BH4-].[Na+].[CH2:3]([N:10]1[CH:15]2[CH2:16][CH2:17][CH:11]1[CH:12]([C:19]([O:21][CH3:22])=[O:20])[C:13](=O)[CH2:14]2)[C:4]1[CH:9]=[CH:8][CH:7]=[CH:6][CH:5]=1.[Cl-].[NH4+].C(=O)([O-])O.[Na+].FC(F)(F)C(OC(=O)C(F)(F)F)=O, predict the reaction product. The product is: [CH2:3]([N:10]1[CH:15]2[CH2:16][CH2:17][CH:11]1[C:12]([C:19]([O:21][CH3:22])=[O:20])=[CH:13][CH2:14]2)[C:4]1[CH:5]=[CH:6][CH:7]=[CH:8][CH:9]=1. (3) Given the reactants [NH2:1][C:2]1[N:7]=[CH:6][C:5](/[CH:8]=[CH:9]/[C:10]([O:12][CH2:13][CH3:14])=[O:11])=[CH:4][CH:3]=1.[C:15](O[C:15]([O:17][C:18]([CH3:21])([CH3:20])[CH3:19])=[O:16])([O:17][C:18]([CH3:21])([CH3:20])[CH3:19])=[O:16], predict the reaction product. The product is: [C:18]([O:17][C:15]([N:1]([C:15]([O:17][C:18]([CH3:21])([CH3:20])[CH3:19])=[O:16])[C:2]1[N:7]=[CH:6][C:5](/[CH:8]=[CH:9]/[C:10]([O:12][CH2:13][CH3:14])=[O:11])=[CH:4][CH:3]=1)=[O:16])([CH3:21])([CH3:20])[CH3:19]. (4) Given the reactants [F:1][C:2]1[C:18]([F:19])=[CH:17][CH:16]=[CH:15][C:3]=1[CH2:4][C:5]1[O:9][N:8]=[C:7]([C:10]([O:12]CC)=O)[N:6]=1.Cl.[Cl:21][C:22]1[CH:23]=[C:24]2[C:28](=[CH:29][CH:30]=1)[NH:27][CH:26]=[C:25]2[CH2:31][CH2:32][NH2:33].CN(C(ON1N=NC2C=CC=NC1=2)=[N+](C)C)C.F[P-](F)(F)(F)(F)F.C(N(CC)C(C)C)(C)C, predict the reaction product. The product is: [Cl:21][C:22]1[CH:23]=[C:24]2[C:28](=[CH:29][CH:30]=1)[NH:27][CH:26]=[C:25]2[CH2:31][CH2:32][NH:33][C:10]([C:7]1[N:6]=[C:5]([CH2:4][C:3]2[CH:15]=[CH:16][CH:17]=[C:18]([F:19])[C:2]=2[F:1])[O:9][N:8]=1)=[O:12]. (5) The product is: [N:11]1([CH2:10][CH2:9][O:8][C:7]2[CH:6]=[CH:5][C:4]([NH2:1])=[CH:17][CH:16]=2)[CH2:15][CH2:14][CH2:13][CH2:12]1. Given the reactants [N+:1]([C:4]1[CH:17]=[CH:16][C:7]([O:8][CH2:9][CH2:10][N:11]2[CH2:15][CH2:14][CH2:13][CH2:12]2)=[CH:6][CH:5]=1)([O-])=O.[H][H], predict the reaction product.